From a dataset of Catalyst prediction with 721,799 reactions and 888 catalyst types from USPTO. Predict which catalyst facilitates the given reaction. (1) Reactant: S([O:8][S:9]([C:12]([F:15])([F:14])[F:13])(=[O:11])=[O:10])(C(F)(F)F)(=O)=O.[F:16][C:17]([F:42])([F:41])[C:18]([N:20]=[S:21]1(=[O:40])[CH2:29][C:28]2[C:27](O)=[N:26][C:25]([C:31]3[CH:36]=[CH:35][C:34]([O:37][CH3:38])=[C:33]([F:39])[CH:32]=3)=[N:24][C:23]=2[CH2:22]1)=[O:19].C(N(CC)CC)C. Product: [F:15][C:12]([F:13])([F:14])[S:9]([O:8][C:27]1[C:28]2[CH2:29][S:21](=[O:40])(=[N:20][C:18](=[O:19])[C:17]([F:41])([F:42])[F:16])[CH2:22][C:23]=2[N:24]=[C:25]([C:31]2[CH:36]=[CH:35][C:34]([O:37][CH3:38])=[C:33]([F:39])[CH:32]=2)[N:26]=1)(=[O:10])=[O:11]. The catalyst class is: 4. (2) Reactant: [Br:1][C:2]1[C:10]([Cl:11])=[CH:9][C:8]2[NH:7][N:6]=[CH:5][C:4]=2[C:3]=1[C:12]([O:14][CH3:15])=[O:13].F[B-](F)(F)F.[CH3:21][O+](C)C. Product: [Br:1][C:2]1[C:10]([Cl:11])=[CH:9][C:8]2[C:4](=[CH:5][N:6]([CH3:21])[N:7]=2)[C:3]=1[C:12]([O:14][CH3:15])=[O:13]. The catalyst class is: 13. (3) Reactant: [CH:1]([O:4][C:5]1[CH:16]=[CH:15][C:8]([O:9][C:10]2[S:11][CH:12]=[CH:13][N:14]=2)=[CH:7][CH:6]=1)([CH3:3])[CH3:2].C([Li])CCC.CCCCCC.[I:28]I.S([O-])([O-])(=O)=S.[Na+].[Na+]. Product: [I:28][C:12]1[S:11][C:10]([O:9][C:8]2[CH:15]=[CH:16][C:5]([O:4][CH:1]([CH3:3])[CH3:2])=[CH:6][CH:7]=2)=[N:14][CH:13]=1. The catalyst class is: 54. (4) Reactant: OS(O)(=O)=O.CCCC[N+](CCCC)(CCCC)CCCC.[F-:23].[Br:24][C:25]1[CH:26]=[C:27]([N+]([O-])=O)[C:28]([C:31]#[N:32])=[N:29][CH:30]=1. Product: [Br:24][C:25]1[CH:26]=[C:27]([F:23])[C:28]([C:31]#[N:32])=[N:29][CH:30]=1. The catalyst class is: 3. (5) Reactant: [CH3:1][NH2:2].[F:3][C@H:4]1[CH2:21][C@@:19]2([CH3:20])[C@@H:15]([CH2:16][CH2:17][C:18]2=[O:22])[C@H:14]2[C@H:5]1[C:6]1[CH:7]=[CH:8][C:9]([OH:30])=[CH:10][C:11]=1[CH2:12][C@H:13]2[CH2:23][CH2:24][CH2:25][CH2:26][CH2:27][CH2:28]I. Product: [F:3][C@H:4]1[CH2:21][C@@:19]2([CH3:20])[C@@H:15]([CH2:16][CH2:17][C:18]2=[O:22])[C@H:14]2[C@H:5]1[C:6]1[CH:7]=[CH:8][C:9]([OH:30])=[CH:10][C:11]=1[CH2:12][C@H:13]2[CH2:23][CH2:24][CH2:25][CH2:26][CH:27]([NH:2][CH3:1])[CH3:28]. The catalyst class is: 7. (6) Reactant: Br[C:2]1[C:3]([F:13])=[CH:4][C:5]([N+:10]([O-:12])=[O:11])=[C:6]([CH:9]=1)[C:7]#[N:8].[C:14]1(B(O)O)[CH:19]=[CH:18][CH:17]=[CH:16][CH:15]=1.P([O-])([O-])([O-])=O.[K+].[K+].[K+]. Product: [F:13][C:3]1[C:2]([C:14]2[CH:19]=[CH:18][CH:17]=[CH:16][CH:15]=2)=[CH:9][C:6]([C:7]#[N:8])=[C:5]([N+:10]([O-:12])=[O:11])[CH:4]=1. The catalyst class is: 602. (7) Reactant: [NH2:1][C:2]1[C:31]([C:32]#[C:33][C:34]([F:37])([F:36])[F:35])=[CH:30][C:5]([CH2:6][C@H:7]2[C@H:15]3[C@@H:11]([N:12]([CH2:17][C:18]4[CH:23]=[CH:22][CH:21]=[C:20]([C:24]([CH3:27])([CH3:26])[CH3:25])[CH:19]=4)[C:13](=[O:16])[O:14]3)[CH2:10][S:9](=[O:29])(=[O:28])[CH2:8]2)=[CH:4][C:3]=1[F:38].[H][H]. Product: [NH2:1][C:2]1[C:31]([CH2:32][CH2:33][C:34]([F:36])([F:37])[F:35])=[CH:30][C:5]([CH2:6][C@H:7]2[C@H:15]3[C@@H:11]([N:12]([CH2:17][C:18]4[CH:23]=[CH:22][CH:21]=[C:20]([C:24]([CH3:26])([CH3:27])[CH3:25])[CH:19]=4)[C:13](=[O:16])[O:14]3)[CH2:10][S:9](=[O:29])(=[O:28])[CH2:8]2)=[CH:4][C:3]=1[F:38]. The catalyst class is: 403. (8) Reactant: C(OC([N:8]1[CH2:13][CH2:12][CH2:11][C@H:10]([C:14]([OH:16])=[O:15])[CH2:9]1)=O)(C)(C)C.C(Cl)[Cl:18]. Product: [ClH:18].[NH:8]1[CH2:13][CH2:12][CH2:11][C@H:10]([C:14]([OH:16])=[O:15])[CH2:9]1. The catalyst class is: 89. (9) Reactant: [C:1]([NH:4][NH:5][C:6]([C:8]1[NH:9][C:10]2[C:15]([C:16]=1[C:17]1[CH:22]=[CH:21][C:20]([O:23][CH3:24])=[CH:19][CH:18]=1)=[CH:14][C:13]([O:25][CH3:26])=[C:12]([O:27][CH3:28])[CH:11]=2)=[O:7])(=O)[CH3:2]. Product: [CH3:26][O:25][C:13]1[CH:14]=[C:15]2[C:10](=[CH:11][C:12]=1[O:27][CH3:28])[NH:9][C:8]([C:6]1[O:7][C:1]([CH3:2])=[N:4][N:5]=1)=[C:16]2[C:17]1[CH:22]=[CH:21][C:20]([O:23][CH3:24])=[CH:19][CH:18]=1. The catalyst class is: 265. (10) Reactant: [F:1][C:2]1[CH:7]=[CH:6][CH:5]=[CH:4][C:3]=1[C:8]1[C:17]([CH:18](O)[CH3:19])=[CH:16][C:15]2[C:10](=[CH:11][CH:12]=[CH:13][N:14]=2)[N:9]=1.[C:21]1(=[O:31])[NH:25][C:24](=[O:26])[C:23]2=[CH:27][CH:28]=[CH:29][CH:30]=[C:22]12.C1C=CC(P(C2C=CC=CC=2)C2C=CC=CC=2)=CC=1.CC(OC(/N=N/C(OC(C)C)=O)=O)C. Product: [F:1][C:2]1[CH:7]=[CH:6][CH:5]=[CH:4][C:3]=1[C:8]1[C:17]([CH:18]([N:25]2[C:21](=[O:31])[C:22]3[C:23](=[CH:27][CH:28]=[CH:29][CH:30]=3)[C:24]2=[O:26])[CH3:19])=[CH:16][C:15]2[C:10](=[CH:11][CH:12]=[CH:13][N:14]=2)[N:9]=1. The catalyst class is: 1.